This data is from Catalyst prediction with 721,799 reactions and 888 catalyst types from USPTO. The task is: Predict which catalyst facilitates the given reaction. Reactant: [H-].[Na+].[OH:3][C:4]1[CH:5]=[N:6][CH:7]=[CH:8][CH:9]=1.Cl[C:11]1[CH:16]=[C:15]([N+:17]([O-:19])=[O:18])[CH:14]=[CH:13][N+:12]=1[O-:20].O. Product: [N+:17]([C:15]1[CH:14]=[CH:13][N+:12]([O-:20])=[C:11]([O:3][C:4]2[CH:5]=[N:6][CH:7]=[CH:8][CH:9]=2)[CH:16]=1)([O-:19])=[O:18]. The catalyst class is: 1.